This data is from Caco-2 cell permeability data measuring drug intestinal absorption for ~900 compounds. The task is: Regression/Classification. Given a drug SMILES string, predict its absorption, distribution, metabolism, or excretion properties. Task type varies by dataset: regression for continuous measurements (e.g., permeability, clearance, half-life) or binary classification for categorical outcomes (e.g., BBB penetration, CYP inhibition). For this dataset (caco2_wang), we predict Y. (1) The drug is CCCCC/C=C\C/C=C\CCCCCCCC(=O)OCC/C=C/c1ccc(OC)c(OC)c1. The Y is -4.85 log Papp (cm/s). (2) The drug is O=C(NC1(C(=O)N[C@H](Cc2ccccc2)C(=O)NCCC(=O)N2CCN(CC3CCOCC3)CC2)CCCC1)c1cc2ccccc2s1. The Y is -5.57 log Papp (cm/s). (3) The compound is C[C@@H]1O[C@@H](c2ccc(Cl)cc2)OC[C@H]1N. The Y is -4.93 log Papp (cm/s). (4) The compound is Cn1c(N2CCN(CCCN3c4ccccc4Sc4ccc(CCC(=O)O)cc43)CC2)cc(=O)n(C)c1=O. The Y is -5.29 log Papp (cm/s). (5) The compound is CC(=O)N[C@@H](Cc1ccccc1)C(=O)N[C@H](Cc1ccccc1)C(N)=O. The Y is -5.70 log Papp (cm/s). (6) The drug is CN[C@@H](C)[C@@H](O)c1ccccc1. The Y is -4.99 log Papp (cm/s). (7) The drug is CNC(=O)/C=C(\c1cccc(F)c1)c1ccc2nc(N)n(S(=O)(=O)NC(=O)N3CCOCC3)c2c1. The Y is -4.39 log Papp (cm/s). (8) The molecule is C=CCO[C@H](CCC(C)(C)O)[C@](C)(O)[C@H]1CC[C@@]2(O)C3=CC(=O)[C@@H]4C[C@@H](O)[C@@H](O)C[C@@]4(C)C3CC[C@]12C. The Y is -4.69 log Papp (cm/s). (9) The molecule is COc1ccc2[nH]c(S(=O)Cc3ncc(C)c(OC)c3C)nc2c1. The Y is -4.17 log Papp (cm/s). (10) The molecule is CC1CCC(=O)CCC/C=C/c2cc(O)cc(O)c2C(=O)OC1. The Y is -4.98 log Papp (cm/s).